Task: Predict the reactants needed to synthesize the given product.. Dataset: Full USPTO retrosynthesis dataset with 1.9M reactions from patents (1976-2016) (1) Given the product [F:55][C:54]([F:57])([F:56])[C:49]1[CH:50]=[CH:51][CH:52]=[CH:53][C:48]=1[CH2:17][CH2:16][O:15][C:13]([C:12]1[NH:8][CH:9]=[N:10][CH:11]=1)=[O:14], predict the reactants needed to synthesize it. The reactants are: FC1C=CC([N:8]2[C:12]([C:13]([O:15][CH2:16][CH3:17])=[O:14])=[CH:11][N:10]=[C:9]2CCC2C(F)=CC=C(F)C=2F)=CC=1.FC1C=CC(N2C(C(OCC)=O)=CN=C2C#C[C:48]2[CH:53]=[CH:52][CH:51]=[CH:50][C:49]=2[C:54]([F:57])([F:56])[F:55])=CC=1. (2) Given the product [CH2:25]([C:20]([NH:19][C:10]([C:7]1[CH:6]=[C:5]([O:13][CH2:14][CH:15]2[CH2:17][CH2:16]2)[C:4]([CH:1]2[CH2:2][CH2:3]2)=[CH:9][N:8]=1)=[O:12])([C:21](=[O:22])[NH:23][CH3:24])[CH2:27][CH3:28])[CH3:26], predict the reactants needed to synthesize it. The reactants are: [CH:1]1([C:4]2[C:5]([O:13][CH2:14][CH:15]3[CH2:17][CH2:16]3)=[CH:6][C:7]([C:10]([OH:12])=O)=[N:8][CH:9]=2)[CH2:3][CH2:2]1.Cl.[NH2:19][C:20]([CH2:27][CH3:28])([CH2:25][CH3:26])[C:21]([NH:23][CH3:24])=[O:22].